Predict the product of the given reaction. From a dataset of Forward reaction prediction with 1.9M reactions from USPTO patents (1976-2016). (1) Given the reactants Br[C:2]1[CH:3]=[CH:4][C:5]([F:8])=[N:6][CH:7]=1.CC1(C)C(C)(C)OB([C:17]2[CH:18]=[N:19][N:20](C(OC(C)(C)C)=O)[CH:21]=2)O1.C([O-])([O-])=O.[Na+].[Na+], predict the reaction product. The product is: [F:8][C:5]1[CH:4]=[CH:3][C:2]([C:17]2[CH:18]=[N:19][NH:20][CH:21]=2)=[CH:7][N:6]=1. (2) Given the reactants [CH2:1]([C@H:8]([NH:24][C:25]([C:27]1[N:31]2[CH2:32][CH2:33][N:34]([CH:37]([CH2:41][CH2:42][CH3:43])[CH2:38][CH2:39][CH3:40])[C:35](=[O:36])[C:30]2=[CH:29][CH:28]=1)=[O:26])[C@H:9]([OH:23])[CH2:10][NH:11][CH2:12][C:13]1[CH:18]=[CH:17][CH:16]=[C:15]([C:19]([F:22])([F:21])[F:20])[CH:14]=1)[C:2]1[CH:7]=[CH:6][CH:5]=[CH:4][CH:3]=1.[ClH:44], predict the reaction product. The product is: [ClH:44].[CH2:1]([C@H:8]([NH:24][C:25]([C:27]1[N:31]2[CH2:32][CH2:33][N:34]([CH:37]([CH2:41][CH2:42][CH3:43])[CH2:38][CH2:39][CH3:40])[C:35](=[O:36])[C:30]2=[CH:29][CH:28]=1)=[O:26])[C@H:9]([OH:23])[CH2:10][NH:11][CH2:12][C:13]1[CH:18]=[CH:17][CH:16]=[C:15]([C:19]([F:20])([F:21])[F:22])[CH:14]=1)[C:2]1[CH:3]=[CH:4][CH:5]=[CH:6][CH:7]=1. (3) Given the reactants [F:1][C:2]1[CH:3]=[C:4]([N:8]2[CH2:23][CH:11]3[CH2:12][N:13](C(OC(C)(C)C)=O)[CH2:14][CH2:15][N:10]3[C:9]2=[O:24])[CH:5]=[CH:6][CH:7]=1.C(OCC)(=O)C.[ClH:31], predict the reaction product. The product is: [ClH:31].[F:1][C:2]1[CH:3]=[C:4]([N:8]2[CH2:23][CH:11]3[CH2:12][NH:13][CH2:14][CH2:15][N:10]3[C:9]2=[O:24])[CH:5]=[CH:6][CH:7]=1. (4) Given the reactants C([O:8][C:9]1[CH:26]=[C:25]([CH2:27][CH3:28])[CH:24]=[CH:23][C:10]=1[O:11][C:12]1[CH:17]=[CH:16][C:15]([NH:18][CH2:19][CH2:20][OH:21])=[CH:14][C:13]=1[F:22])C1C=CC=CC=1.O1CCCC1, predict the reaction product. The product is: [CH2:27]([C:25]1[CH:24]=[CH:23][C:10]([O:11][C:12]2[CH:17]=[CH:16][C:15]([NH:18][CH2:19][CH2:20][OH:21])=[CH:14][C:13]=2[F:22])=[C:9]([OH:8])[CH:26]=1)[CH3:28].